Dataset: Full USPTO retrosynthesis dataset with 1.9M reactions from patents (1976-2016). Task: Predict the reactants needed to synthesize the given product. (1) The reactants are: [Br:1][C:2]1[CH:7]=[C:6](Br)[CH:5]=[C:4]([CH3:9])[N:3]=1.[Li]CCCC.[CH3:15][C:16]([CH3:18])=[O:17]. Given the product [Br:1][C:2]1[CH:7]=[C:6]([C:16]([OH:17])([CH3:18])[CH3:15])[CH:5]=[C:4]([CH3:9])[N:3]=1, predict the reactants needed to synthesize it. (2) Given the product [O:5]=[C:4]([CH:6]1[C:11]([CH3:12])([CH3:13])[CH2:10][CH:9]=[CH:8][CH:7]1[CH3:14])[CH2:3][CH:2]([S:15][CH2:16][C:17]([O:19][CH3:20])=[O:18])[CH3:1], predict the reactants needed to synthesize it. The reactants are: [CH3:1]/[CH:2]=[CH:3]/[C:4]([CH:6]1[C:11]([CH3:13])([CH3:12])[CH2:10][CH:9]=[CH:8][CH:7]1[CH3:14])=[O:5].[SH:15][CH2:16][C:17]([O:19][CH3:20])=[O:18]. (3) Given the product [Cl:13][C:14]1[C:23]2[C:18](=[CH:19][CH:20]=[CH:21][CH:22]=2)[C:17]([C:24]2[S:25][CH:26]=[C:27]([CH3:29])[CH:28]=2)=[N:16][N:15]=1, predict the reactants needed to synthesize it. The reactants are: ClC1C2C(=CC=CC=2)C(Cl)=NN=1.[Cl:13][C:14]1[C:23]2[C:18](=[CH:19][CH:20]=[CH:21][CH:22]=2)[C:17]([C:24]2[S:25][CH:26]=[C:27]([CH3:29])[CH:28]=2)=[N:16][N:15]=1.CC1C=C(B(O)O)SC=1.C(=O)([O-])[O-].[Na+].[Na+].O1CCOCC1.ClC1C2C(=CC=CC=2)C(Cl)=NN=1. (4) Given the product [C:14]1([P:7]([C:1]2[CH:2]=[CH:3][CH:4]=[CH:5][CH:6]=2)[C:8]2[CH:13]=[CH:12][CH:11]=[CH:10][CH:9]=2)[CH:15]=[CH:16][CH:17]=[CH:18][CH:19]=1.[C:30]1([O:29][P:27]([O:36][C:37]2[CH:38]=[CH:39][CH:40]=[CH:41][CH:42]=2)([O:26][C:20]2[CH:25]=[CH:24][CH:23]=[CH:22][CH:21]=2)=[O:28])[CH:35]=[CH:34][CH:33]=[CH:32][CH:31]=1.[C:43]1([P:49](=[O:26])([C:56]2[CH:61]=[CH:60][CH:59]=[CH:58][CH:57]=2)[C:50]2[CH:55]=[CH:54][CH:53]=[CH:52][CH:51]=2)[CH:48]=[CH:47][CH:46]=[CH:45][CH:44]=1.[C:14]1([P:7](=[S:62])([C:1]2[CH:2]=[CH:3][CH:4]=[CH:5][CH:6]=2)[C:8]2[CH:13]=[CH:12][CH:11]=[CH:10][CH:9]=2)[CH:15]=[CH:16][CH:17]=[CH:18][CH:19]=1, predict the reactants needed to synthesize it. The reactants are: [C:1]1([P:7]([C:14]2[CH:19]=[CH:18][CH:17]=[CH:16][CH:15]=2)[C:8]2[CH:13]=[CH:12][CH:11]=[CH:10][CH:9]=2)[CH:6]=[CH:5][CH:4]=[CH:3][CH:2]=1.[C:20]1([O:26][P:27]([O:36][C:37]2[CH:42]=[CH:41][CH:40]=[CH:39][CH:38]=2)([O:29][C:30]2[CH:35]=[CH:34][CH:33]=[CH:32][CH:31]=2)=[O:28])[CH:25]=[CH:24][CH:23]=[CH:22][CH:21]=1.[C:43]1([P:49](=[S:62])([C:56]2[CH:61]=[CH:60][CH:59]=[CH:58][CH:57]=2)[C:50]2[CH:55]=[CH:54][CH:53]=[CH:52][CH:51]=2)[CH:48]=[CH:47][CH:46]=[CH:45][CH:44]=1. (5) Given the product [F:26][C:15]1([CH2:14][O:13][C:4]2[C:3]([CH3:27])=[C:2]([NH:1][C:37]([NH:52][CH2:51][C:49]3[CH:50]=[C:45]([CH2:44][O:43][CH3:42])[CH:46]=[CH:47][C:48]=3[O:53][C:54]([F:55])([F:56])[F:57])=[O:38])[N:6]([C:7]3[CH:12]=[CH:11][CH:10]=[CH:9][CH:8]=3)[N:5]=2)[CH2:18][N:17]([C:19]([O:21][C:22]([CH3:23])([CH3:24])[CH3:25])=[O:20])[CH2:16]1, predict the reactants needed to synthesize it. The reactants are: [NH2:1][C:2]1[N:6]([C:7]2[CH:12]=[CH:11][CH:10]=[CH:9][CH:8]=2)[N:5]=[C:4]([O:13][CH2:14][C:15]2([F:26])[CH2:18][N:17]([C:19]([O:21][C:22]([CH3:25])([CH3:24])[CH3:23])=[O:20])[CH2:16]2)[C:3]=1[CH3:27].C1(C2C=CC([CH2:37][O:38]C)=CC=2CN)CC1.[CH3:42][O:43][CH2:44][C:45]1[CH:46]=[CH:47][C:48]([O:53][C:54]([F:57])([F:56])[F:55])=[C:49]([CH2:51][NH2:52])[CH:50]=1. (6) Given the product [CH3:18][CH:17]([CH3:19])[CH2:16][N:15]1[C:5]2[C:4]3[CH:3]=[C:2]([CH:21]=[CH:20][C:22]4[CH:27]=[CH:26][N:25]=[CH:24][CH:23]=4)[CH:11]=[CH:10][C:9]=3[N:8]=[C:7]([NH2:12])[C:6]=2[N:13]=[CH:14]1, predict the reactants needed to synthesize it. The reactants are: Br[C:2]1[CH:11]=[CH:10][C:9]2[N:8]=[C:7]([NH2:12])[C:6]3[N:13]=[CH:14][N:15]([CH2:16][CH:17]([CH3:19])[CH3:18])[C:5]=3[C:4]=2[CH:3]=1.[CH:20]([C:22]1[CH:27]=[CH:26][N:25]=[CH:24][CH:23]=1)=[CH2:21].C1(P(C2C=CC=CC=2)C2C=CC=CC=2)C=CC=CC=1.C(N(CC)CC)C. (7) The reactants are: [F:1][C:2]([F:15])([F:14])[C:3]1[CH:4]=[C:5](Br)[CH:6]=[C:7]([C:9]([F:12])([F:11])[F:10])[CH:8]=1.[CH:16]1([NH2:19])[CH2:18][CH2:17]1.CC(C)([O-])C.[Na+]. Given the product [CH:16]1([NH:19][C:5]2[CH:4]=[C:3]([C:2]([F:15])([F:14])[F:1])[CH:8]=[C:7]([C:9]([F:12])([F:11])[F:10])[CH:6]=2)[CH2:18][CH2:17]1, predict the reactants needed to synthesize it. (8) Given the product [O:19]=[S:16]1(=[O:20])[CH2:17][CH2:18][CH:14]([C:5]2[C:4]3[C:8](=[C:9]([C:11]([NH2:13])=[O:12])[CH:10]=[C:2]([C:25]4[CH:26]=[CH:27][C:22]([F:21])=[CH:23][CH:24]=4)[CH:3]=3)[NH:7][CH:6]=2)[CH2:15]1, predict the reactants needed to synthesize it. The reactants are: Br[C:2]1[CH:3]=[C:4]2[C:8](=[C:9]([C:11]([NH2:13])=[O:12])[CH:10]=1)[NH:7][CH:6]=[C:5]2[CH:14]1[CH2:18][CH2:17][S:16](=[O:20])(=[O:19])[CH2:15]1.[F:21][C:22]1[CH:27]=[CH:26][C:25](B(O)O)=[CH:24][CH:23]=1.C(=O)([O-])[O-].[K+].[K+].